Dataset: Full USPTO retrosynthesis dataset with 1.9M reactions from patents (1976-2016). Task: Predict the reactants needed to synthesize the given product. (1) The reactants are: [Cl:1][C:2]1[CH:7]=[CH:6][C:5]([CH:8]2[CH:13]([CH2:14][CH2:15][CH3:16])[CH2:12][N:11](C(OC(C)(C)C)=O)[CH2:10][CH:9]2[O:24][CH2:25][C:26]2[CH:35]=[CH:34][C:33]3[C:28](=[CH:29][CH:30]=[CH:31][CH:32]=3)[CH:27]=2)=[CH:4][CH:3]=1.Cl. Given the product [Cl:1][C:2]1[CH:7]=[CH:6][C:5]([CH:8]2[CH:13]([CH2:14][CH2:15][CH3:16])[CH2:12][NH:11][CH2:10][CH:9]2[O:24][CH2:25][C:26]2[CH:35]=[CH:34][C:33]3[C:28](=[CH:29][CH:30]=[CH:31][CH:32]=3)[CH:27]=2)=[CH:4][CH:3]=1, predict the reactants needed to synthesize it. (2) Given the product [Si:1]([O:8][CH:9]([CH3:14])[C:10]([NH:15][NH2:16])=[O:11])([C:4]([CH3:7])([CH3:6])[CH3:5])([CH3:3])[CH3:2], predict the reactants needed to synthesize it. The reactants are: [Si:1]([O:8][CH:9]([CH3:14])[C:10](OC)=[O:11])([C:4]([CH3:7])([CH3:6])[CH3:5])([CH3:3])[CH3:2].[NH2:15][NH2:16]. (3) Given the product [Br:20][CH2:1][C:2]1[C:11]2[C:6](=[CH:7][CH:8]=[CH:9][C:10]=2[CH3:12])[CH:5]=[CH:4][CH:3]=1, predict the reactants needed to synthesize it. The reactants are: [CH3:1][C:2]1[C:11]2[C:6](=[CH:7][CH:8]=[CH:9][C:10]=2[CH3:12])[CH:5]=[CH:4][CH:3]=1.C1C(=O)N([Br:20])C(=O)C1.CC(N=NC(C#N)(C)C)(C#N)C. (4) Given the product [Br:1][CH:2]1[CH2:12][CH2:13][N:5]([CH2:6][C:7]([O:9][CH2:10][CH3:11])=[O:8])[C:3]1=[O:4], predict the reactants needed to synthesize it. The reactants are: [Br:1][CH:2]([CH2:12][CH2:13]Br)[C:3]([NH:5][CH2:6][C:7]([O:9][CH2:10][CH3:11])=[O:8])=[O:4].[H-].[Na+].